From a dataset of Full USPTO retrosynthesis dataset with 1.9M reactions from patents (1976-2016). Predict the reactants needed to synthesize the given product. (1) Given the product [O:19]1[CH:20]=[CH:21][CH:22]=[C:18]1[C:15]1[CH:14]=[CH:13][C:12]([N:9]2[C:8]3[C:23]([OH:25])=[C:3]([C:1]#[N:2])[C:4](=[O:5])[NH:6][C:7]=3[CH:11]=[CH:10]2)=[CH:17][CH:16]=1, predict the reactants needed to synthesize it. The reactants are: [C:1]([CH2:3][C:4]([NH:6][C:7]1[CH:11]=[CH:10][N:9]([C:12]2[CH:17]=[CH:16][C:15]([C:18]3[O:19][CH:20]=[CH:21][CH:22]=3)=[CH:14][CH:13]=2)[C:8]=1[C:23]([O:25]CC)=O)=[O:5])#[N:2].[H-].[Na+].CO. (2) Given the product [CH:44]1([N:40]2[CH2:41][CH2:42][CH2:43][N:37]([C:35]([CH:33]3[CH2:32][N:31]([C:7]([CH:1]4[CH2:2][CH2:3][CH2:4][CH2:5][CH2:6]4)=[O:9])[CH2:34]3)=[O:36])[CH2:38][CH2:39]2)[CH2:47][CH2:46][CH2:45]1, predict the reactants needed to synthesize it. The reactants are: [CH:1]1([C:7]([OH:9])=O)[CH2:6][CH2:5][CH2:4][CH2:3][CH2:2]1.C1C=CC2N(O)N=NC=2C=1.CCN=C=NCCCN(C)C.[NH:31]1[CH2:34][CH:33]([C:35]([N:37]2[CH2:43][CH2:42][CH2:41][N:40]([CH:44]3[CH2:47][CH2:46][CH2:45]3)[CH2:39][CH2:38]2)=[O:36])[CH2:32]1.CCN(C(C)C)C(C)C. (3) Given the product [CH3:1][O:2][C:3]1[CH:8]=[CH:7][C:6]([C@@H:9]2[C@@H:14]([O:15][CH2:16][C:17]3[CH:18]=[CH:19][C:20]4[O:25][CH2:24][CH2:23][N:22]([CH2:26][CH2:27][CH2:28][O:29][CH3:30])[C:21]=4[CH:31]=3)[CH2:13][N:12]([S:32]([C:35]3[CH:40]=[CH:39][C:38]([CH3:41])=[CH:37][CH:36]=3)(=[O:34])=[O:33])[C@@H:11]([CH2:42][C:43](=[O:47])[CH:44]([CH3:45])[CH3:46])[CH2:10]2)=[CH:5][CH:4]=1, predict the reactants needed to synthesize it. The reactants are: [CH3:1][O:2][C:3]1[CH:8]=[CH:7][C:6]([C@@H:9]2[C@@H:14]([O:15][CH2:16][C:17]3[CH:18]=[CH:19][C:20]4[O:25][CH2:24][CH2:23][N:22]([CH2:26][CH2:27][CH2:28][O:29][CH3:30])[C:21]=4[CH:31]=3)[CH2:13][N:12]([S:32]([C:35]3[CH:40]=[CH:39][C:38]([CH3:41])=[CH:37][CH:36]=3)(=[O:34])=[O:33])[C@@H:11]([CH2:42][C:43](=[O:47])[C:44]([CH3:46])=[CH2:45])[CH2:10]2)=[CH:5][CH:4]=1.